This data is from Catalyst prediction with 721,799 reactions and 888 catalyst types from USPTO. The task is: Predict which catalyst facilitates the given reaction. (1) Reactant: [F:1][C:2]1[CH:7]=[C:6]([I:8])[CH:5]=[CH:4][C:3]=1[N:9]([C:17]1[N:18]([CH3:34])[C:19](=[O:33])[CH:20]=[CH:21][C:22]=1[NH:23][S:24]([C:27]1([CH2:30][CH:31]=[O:32])[CH2:29][CH2:28]1)(=[O:26])=[O:25])[C:10](=[O:16])[O:11][C:12]([CH3:15])([CH3:14])[CH3:13].[BH4-].[Na+]. Product: [F:1][C:2]1[CH:7]=[C:6]([I:8])[CH:5]=[CH:4][C:3]=1[N:9]([C:17]1[N:18]([CH3:34])[C:19](=[O:33])[CH:20]=[CH:21][C:22]=1[NH:23][S:24]([C:27]1([CH2:30][CH2:31][OH:32])[CH2:29][CH2:28]1)(=[O:26])=[O:25])[C:10](=[O:16])[O:11][C:12]([CH3:15])([CH3:14])[CH3:13]. The catalyst class is: 5. (2) Reactant: [CH3:1][N:2]([CH3:29])[CH2:3][CH2:4][NH:5][C:6]1[C:11]([F:12])=[CH:10][CH:9]=[CH:8][C:7]=1[CH:13]1[N:17]([CH2:18][CH2:19][C:20]([CH3:23])([CH3:22])[CH3:21])[C:16](=[O:24])[CH:15]([CH2:25][C:26]([OH:28])=O)[S:14]1.[NH:30]1[CH2:35][CH2:34][CH:33]([N:36]2[C:44]3[C:39](=[N:40][CH:41]=[CH:42][CH:43]=3)[NH:38][C:37]2=[O:45])[CH2:32][CH2:31]1.C(Cl)CCl.C1C=CC2N(O)N=NC=2C=1.CCN(C(C)C)C(C)C. Product: [CH3:29][N:2]([CH3:1])[CH2:3][CH2:4][NH:5][C:6]1[C:11]([F:12])=[CH:10][CH:9]=[CH:8][C:7]=1[CH:13]1[N:17]([CH2:18][CH2:19][C:20]([CH3:21])([CH3:23])[CH3:22])[C:16](=[O:24])[C@H:15]([CH2:25][C:26]([N:30]2[CH2:31][CH2:32][CH:33]([N:36]3[C:44]4[C:39](=[N:40][CH:41]=[CH:42][CH:43]=4)[NH:38][C:37]3=[O:45])[CH2:34][CH2:35]2)=[O:28])[S:14]1. The catalyst class is: 31. (3) Reactant: [C:1]1([CH:13]2[CH2:17][CH2:16][C@H:15]([NH2:18])[CH2:14]2)[C:5]2=[C:6]3[CH:12]=[CH:11][NH:10][C:7]3=[N:8][CH:9]=[C:4]2[NH:3][N:2]=1.Cl[C:20]1[CH:27]=[CH:26][C:23]([C:24]#[N:25])=[CH:22][N:21]=1.CCN(C(C)C)C(C)C. Product: [C:1]1([C@H:13]2[CH2:17][CH2:16][C@H:15]([NH:18][C:20]3[CH:27]=[CH:26][C:23]([C:24]#[N:25])=[CH:22][N:21]=3)[CH2:14]2)[C:5]2=[C:6]3[CH:12]=[CH:11][NH:10][C:7]3=[N:8][CH:9]=[C:4]2[NH:3][N:2]=1. The catalyst class is: 14. (4) Reactant: [F:1][C:2]1[CH:23]=[CH:22][C:5]([CH2:6][NH:7][C:8]([C:10]2[S:14][C:13]([N:15]3[CH2:19][CH2:18][CH2:17][C:16]3=[O:20])=[N:12][C:11]=2[CH3:21])=[O:9])=[CH:4][CH:3]=1.C[Si]([N-][Si](C)(C)C)(C)C.[Li+].[Br:34]N1C(=O)CCC1=O. Product: [Br:34][CH:17]1[CH2:18][CH2:19][N:15]([C:13]2[S:14][C:10]([C:8]([NH:7][CH2:6][C:5]3[CH:22]=[CH:23][C:2]([F:1])=[CH:3][CH:4]=3)=[O:9])=[C:11]([CH3:21])[N:12]=2)[C:16]1=[O:20]. The catalyst class is: 7. (5) Reactant: [Br:1][C:2]1[CH:3]=[C:4]([C:26]([CH3:29])([CH3:28])[CH3:27])[C:5]([O:24][CH3:25])=[C:6]([CH2:8][C:9]([C:13]2[CH:18]=[CH:17][C:16]([NH:19][S:20]([CH3:23])(=[O:22])=[O:21])=[CH:15][CH:14]=2)([C:11]#N)[CH3:10])[CH:7]=1.CC(C[AlH]CC(C)C)C.CC[O:41]CC. Product: [Br:1][C:2]1[CH:3]=[C:4]([C:26]([CH3:29])([CH3:28])[CH3:27])[C:5]([O:24][CH3:25])=[C:6]([CH2:8][C:9]([C:13]2[CH:18]=[CH:17][C:16]([NH:19][S:20]([CH3:23])(=[O:22])=[O:21])=[CH:15][CH:14]=2)([CH:11]=[O:41])[CH3:10])[CH:7]=1. The catalyst class is: 2. (6) Reactant: [CH:1]([Sn](CCCC)(CCCC)CCCC)=[CH2:2].C(N(CC)CC)C.C1(C)C=CC=CC=1P(C1C=CC=CC=1C)C1C=CC=CC=1C.Br[C:46]1[CH:47]=[CH:48][C:49]([NH2:52])=[N:50][CH:51]=1. Product: [CH:1]([C:46]1[CH:47]=[CH:48][C:49]([NH2:52])=[N:50][CH:51]=1)=[CH2:2]. The catalyst class is: 524. (7) Reactant: [S:1]1[CH:5]=[CH:4][CH:3]=[C:2]1[CH2:6][CH2:7][NH:8][C:9]([N:11]1[C:19](=[O:20])[C:18]2[C:13](=[N:14][C:15]([Cl:22])=[CH:16][C:17]=2[CH3:21])[NH:12]1)=[O:10].I[CH3:24]. The catalyst class is: 1. Product: [S:1]1[CH:5]=[CH:4][CH:3]=[C:2]1[CH2:6][CH2:7][NH:8][C:9]([N:11]1[C:19](=[O:20])[C:18]2[C:13](=[N:14][C:15]([Cl:22])=[CH:16][C:17]=2[CH3:21])[N:12]1[CH3:24])=[O:10].